This data is from Full USPTO retrosynthesis dataset with 1.9M reactions from patents (1976-2016). The task is: Predict the reactants needed to synthesize the given product. (1) Given the product [CH2:12]([O:11][P:7]([CH2:6][C:5]1[CH:4]=[CH:3][C:2]([NH:1][C:25](=[O:26])[CH2:24][CH2:23][C:22]2[C:18]([CH3:17])=[N:19][O:20][C:21]=2[C:28]2[CH:29]=[CH:30][CH:31]=[CH:32][CH:33]=2)=[CH:16][CH:15]=1)([O:8][CH2:9][CH3:10])=[O:14])[CH3:13], predict the reactants needed to synthesize it. The reactants are: [NH2:1][C:2]1[CH:16]=[CH:15][C:5]([CH2:6][P:7](=[O:14])([O:11][CH2:12][CH3:13])[O:8][CH2:9][CH3:10])=[CH:4][CH:3]=1.[CH3:17][C:18]1[C:22]([CH2:23][CH2:24][C:25](O)=[O:26])=[C:21]([C:28]2[CH:33]=[CH:32][CH:31]=[CH:30][CH:29]=2)[O:20][N:19]=1.O.ON1C2C=CC=CC=2N=N1.Cl.C(N=C=NCCCN(C)C)C. (2) Given the product [NH2:1][C:2]1[N:10]=[C:9]([NH:11][CH2:12][CH2:13][NH:14][C:15](=[O:21])[O:16][C:17]([CH3:20])([CH3:19])[CH3:18])[N:8]=[C:7]2[C:3]=1[N:4]=[CH:5][N:6]2[C@H:22]1[C@H:26]([OH:27])[C@H:25]([OH:28])[C@@H:24]([CH2:29][Cl:33])[O:23]1, predict the reactants needed to synthesize it. The reactants are: [NH2:1][C:2]1[N:10]=[C:9]([NH:11][CH2:12][CH2:13][NH:14][C:15](=[O:21])[O:16][C:17]([CH3:20])([CH3:19])[CH3:18])[N:8]=[C:7]2[C:3]=1[N:4]=[CH:5][N:6]2[C@H:22]1[C@H:26]([OH:27])[C@H:25]([OH:28])[C@@H:24]([CH2:29]O)[O:23]1.S(Cl)([Cl:33])=O.N1C=CC=CC=1. (3) Given the product [F:11][C:7]1[C:5]2[N:6]=[C:2]([C:22]3[CH2:23][CH2:24][N:19]([C:17]([O:16][C:12]([CH3:15])([CH3:14])[CH3:13])=[O:18])[CH:20]([CH3:32])[CH:21]=3)[S:3][C:4]=2[CH:10]=[CH:9][CH:8]=1, predict the reactants needed to synthesize it. The reactants are: Cl[C:2]1[S:3][C:4]2[CH:10]=[CH:9][CH:8]=[C:7]([F:11])[C:5]=2[N:6]=1.[C:12]([O:16][C:17]([N:19]1[CH2:24][CH2:23][C:22](S(C(F)(F)F)(=O)=O)=[CH:21][CH:20]1[CH3:32])=[O:18])([CH3:15])([CH3:14])[CH3:13].C[Sn](C)C.C[Sn](C)C.[Cl-].[Li+]. (4) Given the product [CH2:19]([NH:26][C:2]1[CH:7]=[CH:6][C:5]([C:8](=[O:15])[CH:9]([CH3:14])[CH2:10][C:11]([OH:13])=[O:12])=[CH:4][C:3]=1[N+:16]([O-:18])=[O:17])[C:20]1[CH:25]=[CH:24][CH:23]=[CH:22][CH:21]=1, predict the reactants needed to synthesize it. The reactants are: Cl[C:2]1[CH:7]=[CH:6][C:5]([C:8](=[O:15])[CH:9]([CH3:14])[CH2:10][C:11]([OH:13])=[O:12])=[CH:4][C:3]=1[N+:16]([O-:18])=[O:17].[CH2:19]([NH2:26])[C:20]1[CH:25]=[CH:24][CH:23]=[CH:22][CH:21]=1. (5) Given the product [CH3:1][C:2]1[N:10]=[C:9]([CH2:11][NH:33][CH2:32][C:27]2[CH:28]=[CH:29][CH:30]=[CH:31][N:26]=2)[CH:8]=[CH:7][C:3]=1[C:4]([OH:6])=[O:5], predict the reactants needed to synthesize it. The reactants are: [CH3:1][C:2]1[N:10]=[C:9]([CH3:11])[CH:8]=[CH:7][C:3]=1[C:4]([OH:6])=[O:5].BrN1C(=O)CCC1=O.C(=O)([O-])[O-].[K+].[K+].[N:26]1[CH:31]=[CH:30][CH:29]=[CH:28][C:27]=1[CH2:32][NH2:33]. (6) Given the product [CH2:3]([O:6][C:7]1[CH:8]=[C:9]([CH2:17][OH:18])[CH:10]=[CH:11][C:12]=1[O:13][CH2:14][CH2:15][I:1])[C:4]#[CH:5], predict the reactants needed to synthesize it. The reactants are: [I-:1].[Na+].[CH2:3]([O:6][C:7]1[CH:8]=[C:9]([CH2:17][OH:18])[CH:10]=[CH:11][C:12]=1[O:13][CH2:14][CH2:15]Br)[C:4]#[CH:5].